This data is from Full USPTO retrosynthesis dataset with 1.9M reactions from patents (1976-2016). The task is: Predict the reactants needed to synthesize the given product. (1) The reactants are: CO[C:3](=[O:24])[C:4]1[CH:9]=[CH:8][C:7]([O:10][CH2:11][C:12]2[C:13]([C:18]3[CH:19]=[N:20][CH:21]=[CH:22][CH:23]=3)=[N:14][O:15][C:16]=2[CH3:17])=[N:6][CH:5]=1.COC(=O)C1C=CC(OCC2C(C3C=CC=C(F)C=3)=NOC=2C)=NC=1.[CH:50]1([NH2:53])[CH2:52][CH2:51]1. Given the product [CH:50]1([NH:53][C:3](=[O:24])[C:4]2[CH:9]=[CH:8][C:7]([O:10][CH2:11][C:12]3[C:13]([C:18]4[CH:19]=[N:20][CH:21]=[CH:22][CH:23]=4)=[N:14][O:15][C:16]=3[CH3:17])=[N:6][CH:5]=2)[CH2:52][CH2:51]1, predict the reactants needed to synthesize it. (2) Given the product [C:1]([CH:3]1[CH2:4][CH2:5][N:6]([C:9]([C@H:11]([NH:16][C:17]([C:19]2[C:27]3[C:22](=[N:23][CH:24]=[C:25]([C:28]4[N:29]=[CH:30][N:31]([CH2:33][CH:34]5[CH2:35][CH2:36]5)[CH:32]=4)[N:26]=3)[NH:21][CH:20]=2)=[O:18])[C:12]([CH3:15])([CH3:14])[CH3:13])=[O:10])[CH2:7][CH2:8]1)#[N:2], predict the reactants needed to synthesize it. The reactants are: [C:1]([CH:3]1[CH2:8][CH2:7][N:6]([C:9]([C@H:11]([NH:16][C:17]([C:19]2[C:27]3[C:22](=[N:23][CH:24]=[C:25]([C:28]4[N:29]=[CH:30][N:31]([CH2:33][CH:34]5[CH2:36][CH2:35]5)[CH:32]=4)[N:26]=3)[N:21](COCC[Si](C)(C)C)[CH:20]=2)=[O:18])[C:12]([CH3:15])([CH3:14])[CH3:13])=[O:10])[CH2:5][CH2:4]1)#[N:2].FC(F)(F)C(O)=O. (3) Given the product [Br:1][C:2]1[C:3]([F:20])=[C:4]([CH:17]=[CH:18][CH:19]=1)[C:5]([NH:24][OH:23])=[N:6][C:7]1[CH:12]=[CH:11][CH:10]=[C:9]([N+:13]([O-:15])=[O:14])[CH:8]=1, predict the reactants needed to synthesize it. The reactants are: [Br:1][C:2]1[C:3]([F:20])=[C:4]([CH:17]=[CH:18][CH:19]=1)[C:5](Cl)=[N:6][C:7]1[CH:12]=[CH:11][CH:10]=[C:9]([N+:13]([O-:15])=[O:14])[CH:8]=1.C[Si](C)(C)[O:23][NH2:24].C(OCC)(=O)C.C(=O)(O)[O-].[Na+]. (4) Given the product [F:17][C:15]1[CH:14]=[N:13][C:12]([O:18][C:19]2[CH:24]=[CH:23][CH:22]=[C:21]([S:25]([CH3:26])=[O:28])[CH:20]=2)=[C:11]([CH:16]=1)[C:10]([NH:9][C@H:6]1[CH2:7][CH2:8][C@@H:3]([CH2:2][OH:1])[CH2:4][CH2:5]1)=[O:27], predict the reactants needed to synthesize it. The reactants are: [OH:1][CH2:2][C@@H:3]1[CH2:8][CH2:7][C@H:6]([NH:9][C:10](=[O:27])[C:11]2[CH:16]=[C:15]([F:17])[CH:14]=[N:13][C:12]=2[O:18][C:19]2[CH:24]=[CH:23][CH:22]=[C:21]([S:25][CH3:26])[CH:20]=2)[CH2:5][CH2:4]1.[OH:28]OS([O-])=O.[K+]. (5) Given the product [CH2:15]([O:22][C:23]1[CH:28]=[CH:27][C:26]([N:3]2[CH2:4][CH2:5][CH:6]([CH2:7][C:8]([O:10][CH2:11][CH3:12])=[O:9])[C:2]2=[O:1])=[C:25]([N+:30]([O-:32])=[O:31])[CH:24]=1)[C:16]1[CH:17]=[CH:18][CH:19]=[CH:20][CH:21]=1, predict the reactants needed to synthesize it. The reactants are: [O:1]=[C:2]1[CH:6]([CH2:7][C:8]([O:10][CH2:11][CH3:12])=[O:9])[CH2:5][CH2:4][NH:3]1.[H-].[Na+].[CH2:15]([O:22][C:23]1[CH:28]=[CH:27][C:26](F)=[C:25]([N+:30]([O-:32])=[O:31])[CH:24]=1)[C:16]1[CH:21]=[CH:20][CH:19]=[CH:18][CH:17]=1.O. (6) Given the product [CH:19]1([NH:18][C:14]2[N:13]=[C:12]([C:11]3[C:10]([C:24]4[CH:25]=[CH:26][C:27]([F:30])=[CH:28][CH:29]=4)=[N:9][N:7]4[CH:8]=[C:3]([CH3:2])[CH:4]=[CH:5][C:6]=34)[CH:17]=[CH:16][N:15]=2)[CH2:20][CH2:21][CH2:22][CH2:23]1, predict the reactants needed to synthesize it. The reactants are: Br[CH2:2][C:3]1[CH:4]=[CH:5][C:6]2[N:7]([N:9]=[C:10]([C:24]3[CH:29]=[CH:28][C:27]([F:30])=[CH:26][CH:25]=3)[C:11]=2[C:12]2[CH:17]=[CH:16][N:15]=[C:14]([NH:18][CH:19]3[CH2:23][CH2:22][CH2:21][CH2:20]3)[N:13]=2)[CH:8]=1.C([SnH](CCCC)CCCC)CCC.N(C(C)(C)C#N)=NC(C)(C)C#N. (7) Given the product [CH:1]1([NH:7][C:8]([N:10]2[CH2:14][CH2:13][CH2:12][C@H:11]2[C:15]([O:17][CH2:18][CH2:19][CH2:20][C:21]2[CH:22]=[N:23][CH:24]=[CH:25][CH:26]=2)=[O:16])=[O:9])[CH2:6][CH2:5][CH2:4][CH2:3][CH2:2]1, predict the reactants needed to synthesize it. The reactants are: [CH:1]1([N:7]=[C:8]=[O:9])[CH2:6][CH2:5][CH2:4][CH2:3][CH2:2]1.[NH:10]1[CH2:14][CH2:13][CH2:12][C@H:11]1[C:15]([O:17][CH2:18][CH2:19][CH2:20][C:21]1[CH:22]=[N:23][CH:24]=[CH:25][CH:26]=1)=[O:16].C(N(CC)CC)C.